Dataset: Forward reaction prediction with 1.9M reactions from USPTO patents (1976-2016). Task: Predict the product of the given reaction. (1) Given the reactants [CH3:1][N:2]1[C:6]2[CH:7]=[CH:8][C:9]([C:11]([OH:13])=O)=[CH:10][C:5]=2[N:4]=[C:3]1[NH:14][C:15]1[S:16][C:17]2[CH:23]=[C:22]([O:24][C:25]([F:28])([F:27])[F:26])[CH:21]=[CH:20][C:18]=2[N:19]=1.[F:29][C:30]([F:34])([F:33])[CH2:31][NH2:32].CN(C(ON1N=NC2C=CC=CC1=2)=[N+](C)C)C.F[P-](F)(F)(F)(F)F.CCN(C(C)C)C(C)C, predict the reaction product. The product is: [F:29][C:30]([F:34])([F:33])[CH2:31][NH:32][C:11]([C:9]1[CH:8]=[CH:7][C:6]2[N:2]([CH3:1])[C:3]([NH:14][C:15]3[S:16][C:17]4[CH:23]=[C:22]([O:24][C:25]([F:27])([F:28])[F:26])[CH:21]=[CH:20][C:18]=4[N:19]=3)=[N:4][C:5]=2[CH:10]=1)=[O:13]. (2) Given the reactants [F:1][C:2]1[C:10]([O:11][CH3:12])=[CH:9][CH:8]=[CH:7][C:3]=1[C:4](O)=[O:5].[H-].[H-].[H-].[H-].[Li+].[Al+3], predict the reaction product. The product is: [F:1][C:2]1[C:10]([O:11][CH3:12])=[CH:9][CH:8]=[CH:7][C:3]=1[CH2:4][OH:5]. (3) The product is: [ClH:4].[CH:19]1([N:18]2[C:17]([CH:22]3[CH2:24][CH2:23]3)=[N:16][N:15]=[C:14]2[C:11]([C:7]2[CH:8]=[CH:9][CH:10]=[C:5]([O:2][CH3:1])[N:6]=2)([CH3:13])[CH3:12])[CH2:21][CH2:20]1. Given the reactants [CH3:1][O-:2].[Na+].[Cl:4][C:5]1[CH:10]=[CH:9][CH:8]=[C:7]([C:11]([C:14]2[N:18]([CH:19]3[CH2:21][CH2:20]3)[C:17]([CH:22]3[CH2:24][CH2:23]3)=[N:16][N:15]=2)([CH3:13])[CH3:12])[N:6]=1, predict the reaction product. (4) Given the reactants [NH2:1][C:2]([CH3:19])([CH2:10][C:11]1[CH:16]=[CH:15][C:14]([O:17]C)=[CH:13][CH:12]=1)[C:3]([O:5]C(C)(C)C)=[O:4].B(Br)(Br)Br.C([O-])(O)=O.[Na+], predict the reaction product. The product is: [CH3:19][C@@:2]([NH2:1])([C:3]([OH:5])=[O:4])[CH2:10][C:11]1[CH:16]=[CH:15][C:14]([OH:17])=[CH:13][CH:12]=1.